Dataset: NCI-60 drug combinations with 297,098 pairs across 59 cell lines. Task: Regression. Given two drug SMILES strings and cell line genomic features, predict the synergy score measuring deviation from expected non-interaction effect. (1) Drug 1: CN(CCCl)CCCl.Cl. Synergy scores: CSS=-0.310, Synergy_ZIP=-7.60, Synergy_Bliss=-11.6, Synergy_Loewe=-33.6, Synergy_HSA=-15.1. Drug 2: CC12CCC3C(C1CCC2OP(=O)(O)O)CCC4=C3C=CC(=C4)OC(=O)N(CCCl)CCCl.[Na+]. Cell line: HCC-2998. (2) Drug 1: CC1C(C(CC(O1)OC2CC(CC3=C2C(=C4C(=C3O)C(=O)C5=C(C4=O)C(=CC=C5)OC)O)(C(=O)C)O)N)O.Cl. Drug 2: C1C(C(OC1N2C=NC3=C(N=C(N=C32)Cl)N)CO)O. Cell line: MCF7. Synergy scores: CSS=20.9, Synergy_ZIP=-1.36, Synergy_Bliss=2.13, Synergy_Loewe=-11.5, Synergy_HSA=-0.175.